Dataset: Blood-brain barrier penetration binary classification data from Martins et al.. Task: Regression/Classification. Given a drug SMILES string, predict its absorption, distribution, metabolism, or excretion properties. Task type varies by dataset: regression for continuous measurements (e.g., permeability, clearance, half-life) or binary classification for categorical outcomes (e.g., BBB penetration, CYP inhibition). Dataset: bbb_martins. (1) The result is 0 (does not penetrate BBB). The compound is CC1(C)[C@H](NC(=O)/C(=N\OCC(=O)O)c2csc(N)n2)C(=O)N1OS(=O)(=O)O. (2) The compound is Nc1nc(=O)c2ncn(COCCO)c2[nH]1. The result is 1 (penetrates BBB). (3) The compound is CC(C)[C@@]1(O)CCN2C[C@@H]3c4ccccc4CCc4cccc(c43)[C@H]2C1. The result is 1 (penetrates BBB). (4) The drug is CN1C(=O)CN=C(c2ccccc2)c2cc([N+](=O)[O-])ccc21. The result is 1 (penetrates BBB). (5) The molecule is C[C@H](CCC(=O)O)[C@H]1CC[C@H]2[C@@H]3C(=O)C[C@@H]4CC(=O)CC[C@]4(C)[C@H]3CC(=O)[C@@]21C. The result is 0 (does not penetrate BBB).